This data is from Reaction yield outcomes from USPTO patents with 853,638 reactions. The task is: Predict the reaction yield, written as a fraction of the theoretical maximum amount of product (1.0 means a 100% yield; for example, 0.34 means a 34% yield). The catalyst is C(Cl)Cl. The reactants are [C:1]([O:5][C:6](=[O:35])[CH2:7][C:8]1([N:19]2[CH2:24][CH2:23][CH:22]([NH:25][C@@H:26]3[CH2:28][C@H:27]3[C:29]3[CH:34]=[CH:33][CH:32]=[CH:31][CH:30]=3)[CH2:21][CH2:20]2)[CH2:11][N:10]([C:12]([O:14][C:15]([CH3:18])([CH3:17])[CH3:16])=[O:13])[CH2:9]1)([CH3:4])([CH3:3])[CH3:2].C(N(CC)C(C)C)(C)C.[F:45][C:46]([F:57])([F:56])[C:47](O[C:47](=[O:48])[C:46]([F:57])([F:56])[F:45])=[O:48]. The yield is 0.980. The product is [C:1]([O:5][C:6](=[O:35])[CH2:7][C:8]1([N:19]2[CH2:20][CH2:21][CH:22]([N:25]([C@@H:26]3[CH2:28][C@H:27]3[C:29]3[CH:34]=[CH:33][CH:32]=[CH:31][CH:30]=3)[C:47](=[O:48])[C:46]([F:57])([F:56])[F:45])[CH2:23][CH2:24]2)[CH2:11][N:10]([C:12]([O:14][C:15]([CH3:18])([CH3:17])[CH3:16])=[O:13])[CH2:9]1)([CH3:2])([CH3:3])[CH3:4].